The task is: Predict the product of the given reaction.. This data is from Forward reaction prediction with 1.9M reactions from USPTO patents (1976-2016). (1) Given the reactants Cl.[Br:2][C:3]1[NH:7][C:6]([C@@H:8]2[CH2:12][CH2:11][CH2:10][NH:9]2)=[N:5][CH:4]=1.Cl.CN(C)[CH2:16][CH2:17][CH2:18]N=C=NCC.[OH2:25].ON1C2C=CC=CC=2N=N1.C[N:37]1[CH2:42][CH2:41][O:40]C[CH2:38]1.CN([CH:46]=[O:47])C, predict the reaction product. The product is: [Br:2][C:3]1[NH:7][C:6]([C@@H:8]2[CH2:12][CH2:11][CH2:10][N:9]2[C:41](=[O:40])[C@@H:42]([NH:37][C:38](=[O:25])[O:47][CH3:46])[CH:17]([CH3:18])[CH3:16])=[N:5][CH:4]=1. (2) Given the reactants [F:1][C:2]1[CH:7]=[C:6]([C:8]2([C:14]3[CH:19]=[CH:18][CH:17]=[CH:16][CH:15]=3)[CH2:13][CH2:12][CH2:11][CH2:10][CH2:9]2)[CH:5]=[CH:4][C:3]=1[O:20]C.[Br-].[Br-].[Br-].B.O, predict the reaction product. The product is: [F:1][C:2]1[CH:7]=[C:6]([C:8]2([C:14]3[CH:15]=[CH:16][CH:17]=[CH:18][CH:19]=3)[CH2:9][CH2:10][CH2:11][CH2:12][CH2:13]2)[CH:5]=[CH:4][C:3]=1[OH:20]. (3) The product is: [CH2:8]([N:36]1[C:35]2[CH:40]=[CH:41][C:32]([CH3:31])=[CH:33][C:34]=2[O:38][C:37]1=[O:39])[C:5]1[CH:6]=[CH:7][CH:2]=[CH:3][CH:4]=1. Given the reactants N[C:2]1[CH:7]=[CH:6][C:5]([CH3:8])=[CH:4][C:3]=1O.ClC(Cl)(OC(=O)OC(Cl)(Cl)Cl)Cl.C(N(C(C)C)CC)(C)C.[CH3:31][C:32]1[CH:41]=[CH:40][C:35]2[NH:36][C:37](=[O:39])[O:38][C:34]=2[CH:33]=1.C([O-])([O-])=O.[K+].[K+].C(Br)C1C=CC=CC=1, predict the reaction product. (4) Given the reactants [F:1][CH:2]([CH2:12][CH2:13][N:14]1[CH:19]=[CH:18][C:17]([CH2:20][O:21][C:22]2[CH:27]=[CH:26][CH:25]=[CH:24][CH:23]=2)=[CH:16][C:15]1=[O:28])[CH2:3][N:4]1[CH:8]=[C:7]([C:9]([OH:11])=O)[N:6]=[N:5]1.[F:29][C:30]([F:41])([F:40])[O:31][C:32]1[CH:33]=[C:34]([CH2:38][NH2:39])[CH:35]=[CH:36][CH:37]=1.F[P-](F)(F)(F)(F)F.N1(O[P+](N(C)C)(N(C)C)N(C)C)C2C=CC=CC=2N=N1.CCN(C(C)C)C(C)C, predict the reaction product. The product is: [F:1][CH:2]([CH2:12][CH2:13][N:14]1[CH:19]=[CH:18][C:17]([CH2:20][O:21][C:22]2[CH:27]=[CH:26][CH:25]=[CH:24][CH:23]=2)=[CH:16][C:15]1=[O:28])[CH2:3][N:4]1[CH:8]=[C:7]([C:9]([NH:39][CH2:38][C:34]2[CH:35]=[CH:36][CH:37]=[C:32]([O:31][C:30]([F:29])([F:40])[F:41])[CH:33]=2)=[O:11])[N:6]=[N:5]1.